Task: Regression/Classification. Given a drug SMILES string, predict its absorption, distribution, metabolism, or excretion properties. Task type varies by dataset: regression for continuous measurements (e.g., permeability, clearance, half-life) or binary classification for categorical outcomes (e.g., BBB penetration, CYP inhibition). Dataset: cyp1a2_veith.. Dataset: CYP1A2 inhibition data for predicting drug metabolism from PubChem BioAssay (1) The molecule is OC[C@@H](O)COc1cccc2ccccc12. The result is 1 (inhibitor). (2) The drug is CC(=O)[C@@H](C)CCO[C@@]1(C)OCC[C@@H]1C. The result is 0 (non-inhibitor). (3) The drug is CCCN1CCC(=NNC(=O)c2ccc(Br)o2)CC1. The result is 1 (inhibitor). (4) The molecule is O=C(OCCOCCO)c1ccccc1Nc1cccc(C(F)(F)F)c1. The result is 1 (inhibitor). (5) The drug is CC(=O)NCCNc1ncnc2ccc(-c3cccc(NS(C)(=O)=O)c3)cc12. The result is 1 (inhibitor). (6) The molecule is C[C@H]1COC(=O)[C@H]2CCCN2C(=O)[C@@H](C)COC(=O)[C@H]2CCCN2C1=O. The result is 0 (non-inhibitor).